This data is from Peptide-MHC class I binding affinity with 185,985 pairs from IEDB/IMGT. The task is: Regression. Given a peptide amino acid sequence and an MHC pseudo amino acid sequence, predict their binding affinity value. This is MHC class I binding data. (1) The MHC is HLA-B27:05 with pseudo-sequence HLA-B27:05. The binding affinity (normalized) is 0.871. The peptide sequence is RRHRILDIYL. (2) The peptide sequence is EVEHRTRVR. The MHC is HLA-B48:01 with pseudo-sequence HLA-B48:01. The binding affinity (normalized) is 0.0847. (3) The peptide sequence is GGKKKYKL. The MHC is HLA-B54:01 with pseudo-sequence HLA-B54:01. The binding affinity (normalized) is 0. (4) The peptide sequence is LLALQQLEV. The MHC is HLA-A68:01 with pseudo-sequence HLA-A68:01. The binding affinity (normalized) is 0. (5) The peptide sequence is QCGDPSSFDY. The MHC is HLA-A29:02 with pseudo-sequence HLA-A29:02. The binding affinity (normalized) is 0.198. (6) The peptide sequence is QVKDNIISRT. The MHC is HLA-A02:01 with pseudo-sequence HLA-A02:01. The binding affinity (normalized) is 0.0186. (7) The peptide sequence is AQRPAKYSY. The MHC is HLA-B40:01 with pseudo-sequence HLA-B40:01. The binding affinity (normalized) is 0.0847.